Dataset: Peptide-MHC class I binding affinity with 185,985 pairs from IEDB/IMGT. Task: Regression. Given a peptide amino acid sequence and an MHC pseudo amino acid sequence, predict their binding affinity value. This is MHC class I binding data. The peptide sequence is NSLILLECFVR. The binding affinity (normalized) is 0.190. The MHC is H-2-Kb with pseudo-sequence H-2-Kb.